Dataset: Full USPTO retrosynthesis dataset with 1.9M reactions from patents (1976-2016). Task: Predict the reactants needed to synthesize the given product. Given the product [C:1]([C:5]1[C:6]([OH:16])=[C:7]([C:11]([O:14][CH3:15])=[CH:12][CH:13]=1)[C:8]([NH:20][C:19]1[CH:21]=[CH:22][C:23]([S:25]([C:28]([F:31])([F:29])[F:30])(=[O:27])=[O:26])=[CH:24][C:18]=1[Cl:17])=[O:10])([CH3:2])([CH3:3])[CH3:4], predict the reactants needed to synthesize it. The reactants are: [C:1]([C:5]1[C:6]([OH:16])=[C:7]([C:11]([O:14][CH3:15])=[CH:12][CH:13]=1)[C:8]([OH:10])=O)([CH3:4])([CH3:3])[CH3:2].[Cl:17][C:18]1[CH:24]=[C:23]([S:25]([C:28]([F:31])([F:30])[F:29])(=[O:27])=[O:26])[CH:22]=[CH:21][C:19]=1[NH2:20].